From a dataset of Full USPTO retrosynthesis dataset with 1.9M reactions from patents (1976-2016). Predict the reactants needed to synthesize the given product. (1) Given the product [CH3:23][C:24]1[S:28][C:27]([C:20]2[S:21][C:8]3[CH:7]=[C:6]([C:4]([OH:3])=[O:5])[N:10]([CH2:11][C:12]4[CH:17]=[CH:16][CH:15]=[C:14]([C:20]5[S:21][C:8]([CH3:7])=[CH:9][CH:19]=5)[CH:13]=4)[C:9]=3[CH:19]=2)=[CH:26][CH:25]=1, predict the reactants needed to synthesize it. The reactants are: C([O:3][C:4]([C:6]1[N:10]([CH2:11][C:12]2[CH:17]=[CH:16][CH:15]=[C:14](Br)[CH:13]=2)[C:9]2[CH:19]=[C:20](Br)[S:21][C:8]=2[CH:7]=1)=[O:5])C.[CH3:23][C:24]1[S:28][C:27]([Sn](C)(C)C)=[CH:26][CH:25]=1. (2) Given the product [CH2:1]([O:3][C:4](=[O:21])[CH2:5][CH:6]1[CH2:7][CH2:8][N:9]([C:12]2[CH:17]=[CH:16][CH:15]=[CH:14][C:13]=2[NH2:18])[CH2:10][CH2:11]1)[CH3:2], predict the reactants needed to synthesize it. The reactants are: [CH2:1]([O:3][C:4](=[O:21])[CH2:5][CH:6]1[CH2:11][CH2:10][N:9]([C:12]2[CH:17]=[CH:16][CH:15]=[CH:14][C:13]=2[N+:18]([O-])=O)[CH2:8][CH2:7]1)[CH3:2].